Dataset: Full USPTO retrosynthesis dataset with 1.9M reactions from patents (1976-2016). Task: Predict the reactants needed to synthesize the given product. Given the product [CH2:18]([NH:21][C:22](=[O:23])[O:17][C:13]1[CH:12]=[C:11]2[C:16](=[CH:15][CH:14]=1)[N:8]([CH2:1][C:2]1[CH:3]=[CH:4][CH:5]=[CH:6][CH:7]=1)[CH2:9][CH2:10]2)[CH2:19][CH3:20], predict the reactants needed to synthesize it. The reactants are: [CH2:1]([N:8]1[C:16]2[C:11](=[CH:12][C:13]([OH:17])=[CH:14][CH:15]=2)[CH2:10][CH2:9]1)[C:2]1[CH:7]=[CH:6][CH:5]=[CH:4][CH:3]=1.[CH2:18]([N:21]=[C:22]=[O:23])[CH2:19][CH3:20].